From a dataset of Catalyst prediction with 721,799 reactions and 888 catalyst types from USPTO. Predict which catalyst facilitates the given reaction. (1) Product: [Cl:18][C:15]1[CH:16]=[CH:17][C:12]([CH2:11][N:10]2[C:9]3[C:8](=[O:19])[N:7]([CH2:20][CH2:21][CH2:22][O:23][CH:24]4[CH2:29][CH2:28][CH2:27][CH2:26][O:25]4)[C:6](=[O:30])[N:5]([CH3:31])[C:4]=3[N:3]=[C:2]2[NH:38][C:37]2[CH:39]=[CH:40][CH:41]=[C:35]([O:34][C:33]([F:32])([F:42])[F:43])[CH:36]=2)=[CH:13][CH:14]=1. Reactant: Br[C:2]1[N:10]([CH2:11][C:12]2[CH:17]=[CH:16][C:15]([Cl:18])=[CH:14][CH:13]=2)[C:9]2[C:8](=[O:19])[N:7]([CH2:20][CH2:21][CH2:22][O:23][CH:24]3[CH2:29][CH2:28][CH2:27][CH2:26][O:25]3)[C:6](=[O:30])[N:5]([CH3:31])[C:4]=2[N:3]=1.[F:32][C:33]([F:43])([F:42])[O:34][C:35]1[CH:36]=[C:37]([CH:39]=[CH:40][CH:41]=1)[NH2:38].CC(C1C=C(C(C)C)C(C2C=CC=CC=2P(C2CCCCC2)C2CCCCC2)=C(C(C)C)C=1)C.C([O-])(C)(C)C.[K+]. The catalyst class is: 101. (2) The catalyst class is: 11. Reactant: [CH2:1]([N:5]1[CH:9]=[CH:8][N:7]=[CH:6]1)[CH2:2][CH2:3][CH3:4].[Br:10][CH2:11][CH2:12][CH2:13][CH2:14][CH2:15][CH2:16][CH2:17][CH2:18][CH2:19][CH3:20]. Product: [Br-:10].[CH2:1]([N+:5]1[CH:9]=[CH:8][N:7]([CH2:11][CH2:12][CH2:13][CH2:14][CH2:15][CH2:16][CH2:17][CH2:18][CH2:19][CH3:20])[CH:6]=1)[CH2:2][CH2:3][CH3:4]. (3) Reactant: [OH:1][C:2]1[CH:28]=[CH:27][C:26]([CH3:29])=[CH:25][C:3]=1[CH2:4][NH:5][C:6]([NH:8][C:9]1[N:13]([C:14]2[CH:19]=[CH:18][C:17]([CH3:20])=[CH:16][CH:15]=2)[N:12]=[C:11]([C:21]([CH3:24])([CH3:23])[CH3:22])[CH:10]=1)=[O:7].[Cl:30][C:31]1[N:36]=[C:35](Cl)[CH:34]=[CH:33][N:32]=1.[OH-].[Na+]. Product: [Cl:30][C:31]1[N:36]=[C:35]([O:1][C:2]2[CH:28]=[CH:27][C:26]([CH3:29])=[CH:25][C:3]=2[CH2:4][NH:5][C:6]([NH:8][C:9]2[N:13]([C:14]3[CH:19]=[CH:18][C:17]([CH3:20])=[CH:16][CH:15]=3)[N:12]=[C:11]([C:21]([CH3:23])([CH3:24])[CH3:22])[CH:10]=2)=[O:7])[CH:34]=[CH:33][N:32]=1. The catalyst class is: 21. (4) Reactant: [Cl:1][C:2]1[CH:7]=[CH:6][N:5]=[C:4]2[CH:8]=[C:9]([C:11]3[CH:12]=[C:13]([CH:17]=[CH:18][C:19]=3[O:20][CH3:21])[C:14](O)=[O:15])[O:10][C:3]=12.C[N:23](C=O)C.C(Cl)(=O)C(Cl)=O. Product: [Cl:1][C:2]1[CH:7]=[CH:6][N:5]=[C:4]2[CH:8]=[C:9]([C:11]3[CH:12]=[C:13]([CH:17]=[CH:18][C:19]=3[O:20][CH3:21])[C:14]([NH2:23])=[O:15])[O:10][C:3]=12. The catalyst class is: 2. (5) Reactant: [CH3:1][C:2]([N:9]1[CH:13]=[C:12]([N+:14]([O-])=O)[CH:11]=[N:10]1)([CH3:8])[C:3]([O:5][CH2:6][CH3:7])=[O:4]. Product: [NH2:14][C:12]1[CH:11]=[N:10][N:9]([C:2]([CH3:1])([CH3:8])[C:3]([O:5][CH2:6][CH3:7])=[O:4])[CH:13]=1. The catalyst class is: 178. (6) Reactant: [F:1][C:2]1[C:3]([N:24]2[CH2:29][CH2:28][NH:27][CH2:26][CH2:25]2)=[N:4][C:5]([NH:8][C:9]2[CH:14]=[CH:13][C:12]([N:15]3[CH2:20][CH2:19][N:18]([C:21](=[O:23])[CH3:22])[CH2:17][CH2:16]3)=[CH:11][CH:10]=2)=[N:6][CH:7]=1.[C-:30]#[N:31].[K+].[OH2:33]. Product: [C:21]([N:18]1[CH2:19][CH2:20][N:15]([C:12]2[CH:13]=[CH:14][C:9]([NH:8][C:5]3[N:4]=[C:3]([N:24]4[CH2:29][CH2:28][N:27]([C:30]([NH2:31])=[O:33])[CH2:26][CH2:25]4)[C:2]([F:1])=[CH:7][N:6]=3)=[CH:10][CH:11]=2)[CH2:16][CH2:17]1)(=[O:23])[CH3:22]. The catalyst class is: 23. (7) Product: [S:4]1[CH2:3][CH2:2][NH:7][C:6]2[CH:8]=[CH:9][CH:10]=[CH:11][C:5]1=2. Reactant: Cl[CH2:2][CH2:3][S:4][C:5]1[CH:11]=[CH:10][CH:9]=[CH:8][C:6]=1[NH2:7].C(=O)([O-])[O-].[K+].[K+].[I-].[Na+]. The catalyst class is: 39.